Dataset: NCI-60 drug combinations with 297,098 pairs across 59 cell lines. Task: Regression. Given two drug SMILES strings and cell line genomic features, predict the synergy score measuring deviation from expected non-interaction effect. Drug 1: CN(C)C1=NC(=NC(=N1)N(C)C)N(C)C. Drug 2: B(C(CC(C)C)NC(=O)C(CC1=CC=CC=C1)NC(=O)C2=NC=CN=C2)(O)O. Cell line: SNB-19. Synergy scores: CSS=3.64, Synergy_ZIP=0.777, Synergy_Bliss=3.26, Synergy_Loewe=3.23, Synergy_HSA=1.64.